This data is from Peptide-MHC class II binding affinity with 134,281 pairs from IEDB. The task is: Regression. Given a peptide amino acid sequence and an MHC pseudo amino acid sequence, predict their binding affinity value. This is MHC class II binding data. (1) The peptide sequence is VALDYPSGTSGSPIV. The MHC is DRB1_0301 with pseudo-sequence DRB1_0301. The binding affinity (normalized) is 0.421. (2) The peptide sequence is TVPRTKYTATISGLK. The MHC is DRB1_1501 with pseudo-sequence DRB1_1501. The binding affinity (normalized) is 0.228. (3) The peptide sequence is EAAAIFMTATPPGTA. The MHC is DRB3_0101 with pseudo-sequence DRB3_0101. The binding affinity (normalized) is 0.134. (4) The peptide sequence is MANSRAFALVLLFCA. The MHC is DRB1_0301 with pseudo-sequence DRB1_0301. The binding affinity (normalized) is 0.0454. (5) The peptide sequence is GGSILQTNFKSLSSTEF. The MHC is DRB1_1101 with pseudo-sequence DRB1_1101. The binding affinity (normalized) is 0.689.